Dataset: Forward reaction prediction with 1.9M reactions from USPTO patents (1976-2016). Task: Predict the product of the given reaction. (1) The product is: [N+:10]([C:6]1[CH:7]=[CH:8][CH:9]=[C:4]2[C:5]=1[CH2:13][N:17]([CH:18]1[CH2:23][CH2:22][C:21](=[O:24])[NH:20][C:19]1=[O:25])[C:3]2=[O:15])([O-:12])=[O:11]. Given the reactants CO[C:3](=[O:15])[C:4]1[CH:9]=[CH:8][CH:7]=[C:6]([N+:10]([O-:12])=[O:11])[C:5]=1[CH2:13]Br.Cl.[NH2:17][CH:18]1[CH2:23][CH2:22][C:21](=[O:24])[NH:20][C:19]1=[O:25].C(=O)([O-])[O-].[K+].[K+], predict the reaction product. (2) Given the reactants Cl.[C:2]([C:6]1[CH:11]=[CH:10][C:9]([S:12]([NH:15][C:16]2[CH:21]=[CH:20][C:19]([Cl:22])=[CH:18][C:17]=2[C:23]2[N:27]([C@H:28]3[CH2:32][CH2:31][NH:30][CH2:29]3)[CH:26]=[N:25][N:24]=2)(=[O:14])=[O:13])=[CH:8][CH:7]=1)([CH3:5])([CH3:4])[CH3:3].N1C=CC=CC=1.[CH3:39][S:40](Cl)(=[O:42])=[O:41], predict the reaction product. The product is: [C:2]([C:6]1[CH:11]=[CH:10][C:9]([S:12]([NH:15][C:16]2[CH:21]=[CH:20][C:19]([Cl:22])=[CH:18][C:17]=2[C:23]2[N:27]([C@H:28]3[CH2:32][CH2:31][N:30]([S:40]([CH3:39])(=[O:42])=[O:41])[CH2:29]3)[CH:26]=[N:25][N:24]=2)(=[O:13])=[O:14])=[CH:8][CH:7]=1)([CH3:5])([CH3:3])[CH3:4]. (3) Given the reactants [OH-].[Na+].[F:3][C:4]1[CH:5]=[CH:6][C:7]([O:14][CH:15]2[CH2:20][CH2:19][N:18]([C:21](=[O:40])[C@H:22]([CH:37]([CH3:39])[CH3:38])[NH:23][C:24]([C:26]3[C:35]([OH:36])=[N:34][C:33]4[C:28](=[CH:29][CH:30]=[CH:31][CH:32]=4)[N:27]=3)=[O:25])[CH2:17][CH2:16]2)=[C:8]([CH:13]=1)[C:9](OC)=[O:10].Cl, predict the reaction product. The product is: [F:3][C:4]1[CH:5]=[CH:6][C:7]([O:14][CH:15]2[CH2:16][CH2:17][N:18]([C:21]([C@@H:22]([NH:23][C:24]([C:26]3[C:35]([OH:36])=[N:34][C:33]4[C:28](=[CH:29][CH:30]=[CH:31][CH:32]=4)[N:27]=3)=[O:25])[CH:37]([CH3:39])[CH3:38])=[O:40])[CH2:19][CH2:20]2)=[C:8]([CH2:9][OH:10])[CH:13]=1. (4) Given the reactants [NH2:1][CH2:2][C:3]([NH:5][C:6]1[CH:7]=[C:8]2[C:13](=[CH:14][C:15]=1[O:16][CH2:17][CH2:18][O:19][CH3:20])[N:12]=[CH:11][N:10]=[C:9]2[NH:21][C:22]1[CH:27]=[CH:26][C:25]([O:28][CH2:29][C:30]2[CH:35]=[CH:34][CH:33]=[C:32]([F:36])[CH:31]=2)=[C:24]([Cl:37])[CH:23]=1)=[O:4].[C:38](O)(=[O:41])[CH:39]=[CH2:40].N1C=CC=CC=1.Cl.CN(C)CCCN=C=NCC, predict the reaction product. The product is: [Cl:37][C:24]1[CH:23]=[C:22]([NH:21][C:9]2[C:8]3[C:13](=[CH:14][C:15]([O:16][CH2:17][CH2:18][O:19][CH3:20])=[C:6]([NH:5][C:3]([CH2:2][NH:1][C:38](=[O:41])[CH:39]=[CH2:40])=[O:4])[CH:7]=3)[N:12]=[CH:11][N:10]=2)[CH:27]=[CH:26][C:25]=1[O:28][CH2:29][C:30]1[CH:35]=[CH:34][CH:33]=[C:32]([F:36])[CH:31]=1. (5) Given the reactants B(O)O.[C:4]([NH:8][S:9]([C:12]1[CH:17]=[CH:16][CH:15]=[C:14]([CH3:18])[CH:13]=1)(=[O:11])=[O:10])([CH3:7])([CH3:6])[CH3:5].Br[C:20]1[CH:21]=[C:22]([F:26])[CH:23]=[N:24][CH:25]=1, predict the reaction product. The product is: [C:4]([NH:8][S:9]([C:12]1[CH:17]=[CH:16][C:15]([C:20]2[CH:25]=[N:24][CH:23]=[C:22]([F:26])[CH:21]=2)=[C:14]([CH3:18])[CH:13]=1)(=[O:10])=[O:11])([CH3:7])([CH3:6])[CH3:5]. (6) Given the reactants [OH:1][CH2:2][C:3]1[CH:4]=[C:5]([CH:16]=[CH:17][CH:18]=1)[CH2:6][CH:7]([C:12]([O:14][CH3:15])=[O:13])[C:8]([O:10][CH3:11])=[O:9].[C:19]1([CH3:28])[CH:24]=[CH:23][C:22]([N:25]=[C:26]=[O:27])=[CH:21][CH:20]=1, predict the reaction product. The product is: [C:19]1([CH3:28])[CH:24]=[CH:23][C:22]([NH:25][C:26]([O:1][CH2:2][C:3]2[CH:4]=[C:5]([CH:16]=[CH:17][CH:18]=2)[CH2:6][CH:7]([C:8]([O:10][CH3:11])=[O:9])[C:12]([O:14][CH3:15])=[O:13])=[O:27])=[CH:21][CH:20]=1. (7) Given the reactants [C:1]([N:9]1[CH2:24][CH2:23][C:11]2([CH2:15][N:14](C(OC(C)(C)C)=O)[CH2:13][CH2:12]2)[CH2:10]1)(=[O:8])[C:2]1[CH:7]=[CH:6][CH:5]=[CH:4][CH:3]=1, predict the reaction product. The product is: [C:2]1([C:1]([N:9]2[CH2:24][CH2:23][C:11]3([CH2:12][CH2:13][NH:14][CH2:15]3)[CH2:10]2)=[O:8])[CH:3]=[CH:4][CH:5]=[CH:6][CH:7]=1. (8) The product is: [OH:54][CH:51]([CH2:52][OH:53])[CH2:50][NH:49][C:44]([CH:31]1[C:30]2[C:29](=[CH:28][C:27]([N:7]3[C:8]([NH:10][C:11]([NH:13][C:14]4[CH:19]=[CH:18][CH:17]=[C:16]([O:20][C:21]5[CH:22]=[N:23][CH:24]=[CH:25][CH:26]=5)[CH:15]=4)=[O:12])=[CH:9][C:5]([C:1]([CH3:4])([CH3:2])[CH3:3])=[N:6]3)=[CH:36][CH:35]=2)[CH2:34][CH2:33][NH:32]1)=[O:45]. Given the reactants [C:1]([C:5]1[CH:9]=[C:8]([NH:10][C:11]([NH:13][C:14]2[CH:19]=[CH:18][CH:17]=[C:16]([O:20][C:21]3[CH:22]=[N:23][CH:24]=[CH:25][CH:26]=3)[CH:15]=2)=[O:12])[N:7]([C:27]2[CH:28]=[C:29]3[C:34](=[CH:35][CH:36]=2)[CH2:33][N:32](C(OC(C)(C)C)=O)[CH:31]([C:44](OCC)=[O:45])[CH2:30]3)[N:6]=1)([CH3:4])([CH3:3])[CH3:2].[NH2:49][CH2:50][CH:51]([OH:54])[CH2:52][OH:53], predict the reaction product. (9) Given the reactants [CH2:1]([O:8][C:9]1[CH:14]=[CH:13][C:12]([CH:15]([N+:26]#[C-:27])S(C2C=CC(C)=CC=2)(=O)=O)=[CH:11][CH:10]=1)[C:2]1[CH:7]=[CH:6][CH:5]=[CH:4][CH:3]=1.[CH:28](=[O:35])[C:29]1[CH:34]=[CH:33][N:32]=[CH:31][CH:30]=1.C([O-])([O-])=O.[K+].[K+], predict the reaction product. The product is: [CH2:1]([O:8][C:9]1[CH:10]=[CH:11][C:12]([C:15]2[N:26]=[CH:27][O:35][C:28]=2[C:29]2[CH:34]=[CH:33][N:32]=[CH:31][CH:30]=2)=[CH:13][CH:14]=1)[C:2]1[CH:3]=[CH:4][CH:5]=[CH:6][CH:7]=1.